This data is from Reaction yield outcomes from USPTO patents with 853,638 reactions. The task is: Predict the reaction yield, written as a fraction of the theoretical maximum amount of product (1.0 means a 100% yield; for example, 0.34 means a 34% yield). (1) The reactants are [NH2:1][C:2]1[CH:7]=[CH:6][C:5]([CH:8]2[N:13]([CH3:14])[CH2:12][CH2:11][N:10]([CH3:15])[C:9]2=[O:16])=[CH:4][CH:3]=1.Br[C:18]1[C:19](=[O:26])[N:20]([CH3:25])[CH:21]=[C:22]([Br:24])[N:23]=1.C(=O)([O-])[O-].[Cs+].[Cs+].CC1(C)C2C(=C(P(C3C=CC=CC=3)C3C=CC=CC=3)C=CC=2)OC2C(P(C3C=CC=CC=3)C3C=CC=CC=3)=CC=CC1=2. The catalyst is C1C=CC(/C=C/C(/C=C/C2C=CC=CC=2)=O)=CC=1.C1C=CC(/C=C/C(/C=C/C2C=CC=CC=2)=O)=CC=1.C1C=CC(/C=C/C(/C=C/C2C=CC=CC=2)=O)=CC=1.[Pd].[Pd].O1CCOCC1. The product is [Br:24][C:22]1[N:23]=[C:18]([NH:1][C:2]2[CH:3]=[CH:4][C:5]([CH:8]3[C:9](=[O:16])[N:10]([CH3:15])[CH2:11][CH2:12][N:13]3[CH3:14])=[CH:6][CH:7]=2)[C:19](=[O:26])[N:20]([CH3:25])[CH:21]=1. The yield is 0.570. (2) The reactants are [C:1]([C:5]1[CH:10]=[CH:9][CH:8]=[CH:7][C:6]=1[NH2:11])([CH3:4])([CH3:3])[CH3:2].[N+:12]([O-])([O-:14])=[O:13].[K+]. The catalyst is S(=O)(=O)(O)O. The product is [C:1]([C:5]1[CH:10]=[CH:9][C:8]([N+:12]([O-:14])=[O:13])=[CH:7][C:6]=1[NH2:11])([CH3:4])([CH3:2])[CH3:3]. The yield is 0.640.